Dataset: Reaction yield outcomes from USPTO patents with 853,638 reactions. Task: Predict the reaction yield, written as a fraction of the theoretical maximum amount of product (1.0 means a 100% yield; for example, 0.34 means a 34% yield). (1) The reactants are [C:1]([C:4]1[CH:8]=[CH:7][S:6][CH:5]=1)(=O)[CH3:2].Cl.[NH2:10][OH:11].C([O-])(=O)C.[Na+].O. The catalyst is C(O)C. The product is [S:6]1[CH:7]=[CH:8][C:4]([C:1](=[N:10][OH:11])[CH3:2])=[CH:5]1. The yield is 0.650. (2) The reactants are [O:1]1[CH2:5][CH2:4][O:3][CH:2]1[CH:6]1[CH2:11][CH2:10][C:9]([C:13]#[CH:14])([OH:12])[CH2:8][CH2:7]1.[CH3:15][Si:16](Cl)([CH3:18])[CH3:17].O. The catalyst is CN(C1C=CN=CC=1)C.ClCCl. The product is [O:1]1[CH2:5][CH2:4][O:3][CH:2]1[CH:6]1[CH2:7][CH2:8][C:9]([C:13]#[CH:14])([O:12][Si:16]([CH3:18])([CH3:17])[CH3:15])[CH2:10][CH2:11]1. The yield is 0.920. (3) The reactants are [Cl:1][C:2]1[N:3]=[CH:4][CH:5]=[C:6]2[C:10]([CH3:11])=[C:9]([CH3:12])[NH:8][C:7]=12.[CH2:13](I)[CH:14]=[CH2:15]. No catalyst specified. The product is [CH2:15]([N:8]1[C:7]2=[C:2]([Cl:1])[N:3]=[CH:4][CH:5]=[C:6]2[C:10]([CH3:11])=[C:9]1[CH3:12])[CH:14]=[CH2:13]. The yield is 0.750.